This data is from Reaction yield outcomes from USPTO patents with 853,638 reactions. The task is: Predict the reaction yield, written as a fraction of the theoretical maximum amount of product (1.0 means a 100% yield; for example, 0.34 means a 34% yield). (1) The reactants are [OH:1][CH2:2][C:3]1[CH:8]=[CH:7][C:6]([C:9]2[N:13]=[C:12]([C:14]3[S:15][C:16]([C:25]([F:28])([F:27])[F:26])=[C:17]([C:19]4[CH:24]=[CH:23][CH:22]=[CH:21][CH:20]=4)[CH:18]=3)[O:11][N:10]=2)=[CH:5][CH:4]=1.C[N+]1([O-])CCOCC1.C([N+](CCC)(CCC)CCC)CC. The catalyst is CC#N. The product is [CH:2]([C:3]1[CH:8]=[CH:7][C:6]([C:9]2[N:13]=[C:12]([C:14]3[S:15][C:16]([C:25]([F:27])([F:26])[F:28])=[C:17]([C:19]4[CH:24]=[CH:23][CH:22]=[CH:21][CH:20]=4)[CH:18]=3)[O:11][N:10]=2)=[CH:5][CH:4]=1)=[O:1]. The yield is 0.660. (2) The reactants are [CH3:1][N:2]1[C:6]([C:7]2[CH:8]=[CH:9][C:10]([NH2:13])=[N:11][CH:12]=2)=[CH:5][C:4]([C:14]2[N:18]=[C:17]([CH3:19])[O:16][N:15]=2)=[N:3]1.[Cl:20][C:21]1[CH:29]=[CH:28][CH:27]=[CH:26][C:22]=1[C:23](Cl)=[O:24].CCN(C(C)C)C(C)C.C([O-])(O)=O.[Na+].C(Cl)Cl. The catalyst is C(Cl)Cl. The product is [Cl:20][C:21]1[CH:29]=[CH:28][CH:27]=[CH:26][C:22]=1[C:23]([NH:13][C:10]1[CH:9]=[CH:8][C:7]([C:6]2[N:2]([CH3:1])[N:3]=[C:4]([C:14]3[N:18]=[C:17]([CH3:19])[O:16][N:15]=3)[CH:5]=2)=[CH:12][N:11]=1)=[O:24]. The yield is 0.177. (3) The reactants are [F:1][C:2]([F:16])([F:15])[C:3]1[CH:14]=[CH:13][C:6]2[S:7][C:8]([C:10]([OH:12])=O)=[CH:9][C:5]=2[CH:4]=1.CCN(C(C)C)C(C)C.CN(C(ON1N=NC2C=CC=CC1=2)=[N+](C)C)C.F[P-](F)(F)(F)(F)F.Cl.[NH:51]1[CH2:54][CH:53]([C:55]2([OH:69])[CH2:60][CH2:59][N:58]([C:61]([C:63]3[CH:68]=[CH:67][CH:66]=[CH:65][CH:64]=3)=[O:62])[CH2:57][CH2:56]2)[CH2:52]1. The catalyst is CN(C=O)C. The product is [C:63]1([C:61]([N:58]2[CH2:57][CH2:56][C:55]([CH:53]3[CH2:54][N:51]([C:10]([C:8]4[S:7][C:6]5[CH:13]=[CH:14][C:3]([C:2]([F:1])([F:16])[F:15])=[CH:4][C:5]=5[CH:9]=4)=[O:12])[CH2:52]3)([OH:69])[CH2:60][CH2:59]2)=[O:62])[CH:68]=[CH:67][CH:66]=[CH:65][CH:64]=1. The yield is 0.330. (4) The reactants are [CH2:1]([CH2:3][NH2:4])[OH:2].CS(O[CH2:10][CH2:11][C:12]1[CH:13]=[CH:14][CH:15]=[C:16]2[C:20]=1[NH:19][CH:18]=[CH:17]2)(=O)=O. The catalyst is C(O)C.C(OCC)(=O)C. The product is [OH:2][CH2:1][CH2:3][NH:4][CH2:10][CH2:11][C:12]1[CH:13]=[CH:14][CH:15]=[C:16]2[C:20]=1[NH:19][CH:18]=[CH:17]2. The yield is 0.850. (5) The reactants are [CH2:1]([C:5]1[N:9]([C:10]2[CH:15]=[CH:14][CH:13]=[CH:12][CH:11]=2)[N:8]=[C:7]([C:16](OCC)=[O:17])[C:6]=1[C:21]1[CH:26]=[CH:25][C:24]([C:27](=[O:42])[NH:28][S:29]([C:32]2[CH:41]=[CH:40][C:39]3[C:34](=[CH:35][CH:36]=[CH:37][CH:38]=3)[CH:33]=2)(=[O:31])=[O:30])=[CH:23][C:22]=1[C:43]([N:45]1[CH2:54][CH2:53][C:52]2[C:47](=[CH:48][CH:49]=[CH:50][CH:51]=2)[CH2:46]1)=[O:44])[CH2:2][CH2:3][CH3:4].[BH4-].[Li+]. The catalyst is C1COCC1. The product is [CH2:1]([C:5]1[N:9]([C:10]2[CH:11]=[CH:12][CH:13]=[CH:14][CH:15]=2)[N:8]=[C:7]([CH2:16][OH:17])[C:6]=1[C:21]1[CH:26]=[CH:25][C:24]([C:27]([NH:28][S:29]([C:32]2[CH:41]=[CH:40][C:39]3[C:34](=[CH:35][CH:36]=[CH:37][CH:38]=3)[CH:33]=2)(=[O:30])=[O:31])=[O:42])=[CH:23][C:22]=1[C:43]([N:45]1[CH2:54][CH2:53][C:52]2[C:47](=[CH:48][CH:49]=[CH:50][CH:51]=2)[CH2:46]1)=[O:44])[CH2:2][CH2:3][CH3:4]. The yield is 0.340. (6) The product is [C:40]([NH:39][CH2:38][CH2:37][NH:36][C:30]([C:13]1[C:12](=[O:34])[N:11]([C:8]2[CH:9]=[CH:10][C:5]([C:3]([N:2]([CH3:35])[CH3:1])=[O:4])=[CH:6][CH:7]=2)[C:20]2[C:15]([C:14]=1[OH:29])=[N:16][CH:17]=[C:18]([CH2:21][C:22]1[CH:27]=[CH:26][C:25]([F:28])=[CH:24][CH:23]=1)[CH:19]=2)=[O:31])(=[O:42])[CH3:41]. The reactants are [CH3:1][N:2]([CH3:35])[C:3]([C:5]1[CH:10]=[CH:9][C:8]([N:11]2[C:20]3[C:15](=[N:16][CH:17]=[C:18]([CH2:21][C:22]4[CH:27]=[CH:26][C:25]([F:28])=[CH:24][CH:23]=4)[CH:19]=3)[C:14]([OH:29])=[C:13]([C:30](OC)=[O:31])[C:12]2=[O:34])=[CH:7][CH:6]=1)=[O:4].[NH2:36][CH2:37][CH2:38][NH:39][C:40](=[O:42])[CH3:41]. The yield is 0.540. The catalyst is CO.